From a dataset of Full USPTO retrosynthesis dataset with 1.9M reactions from patents (1976-2016). Predict the reactants needed to synthesize the given product. (1) Given the product [OH:45][C:42]1[C:41]([I:46])=[CH:40][C:39]([CH2:47][C@H:48]([NH:52][C:12](=[O:14])[C:11]2[CH:10]=[CH:9][C:8]([N:5]3[CH2:4][CH2:3][O:2][CH2:7][CH2:6]3)=[CH:16][CH:15]=2)[C:49]([OH:51])=[O:50])=[CH:38][C:43]=1[I:44], predict the reactants needed to synthesize it. The reactants are: Cl.[O:2]1[CH2:7][CH2:6][N:5]([C:8]2[CH:16]=[CH:15][C:11]([C:12]([OH:14])=O)=[CH:10][CH:9]=2)[CH2:4][CH2:3]1.C1C=CC2N(O)N=NC=2C=1.C(N(CC)CC)C.C(Cl)CCl.[CH:38]1[C:43]([I:44])=[C:42]([OH:45])[C:41]([I:46])=[CH:40][C:39]=1[CH2:47][C@H:48]([NH2:52])[C:49]([OH:51])=[O:50]. (2) Given the product [Cl:1][C:2]1[N:7]=[C:6]([N:14]2[CH:13]([C:10]([F:9])([CH3:12])[CH3:11])[CH2:17][O:16][C:15]2=[O:18])[CH:5]=[CH:4][N:3]=1, predict the reactants needed to synthesize it. The reactants are: [Cl:1][C:2]1[N:7]=[C:6](Cl)[CH:5]=[CH:4][N:3]=1.[F:9][C:10]([CH:13]1[CH2:17][O:16][C:15](=[O:18])[NH:14]1)([CH3:12])[CH3:11].[H-].[Na+]. (3) Given the product [C:17]1([N:3]2[CH2:4][CH2:5][C:6]3[C:11](=[CH:10][CH:9]=[C:8]([C:12]([O:14][CH3:15])=[O:13])[CH:7]=3)[CH2:2]2)[CH:22]=[CH:21][CH:20]=[CH:19][CH:18]=1, predict the reactants needed to synthesize it. The reactants are: Cl.[CH2:2]1[C:11]2[C:6](=[CH:7][C:8]([C:12]([O:14][CH3:15])=[O:13])=[CH:9][CH:10]=2)[CH2:5][CH2:4][NH:3]1.Br[C:17]1[CH:22]=[CH:21][CH:20]=[CH:19][CH:18]=1.C(=O)([O-])[O-].[Cs+].[Cs+].